From a dataset of Catalyst prediction with 721,799 reactions and 888 catalyst types from USPTO. Predict which catalyst facilitates the given reaction. (1) Reactant: [OH:1][CH2:2][CH2:3][N:4]1[CH:8]=[C:7]([NH:9][C:10]([C:12]2[N:13]=[CH:14][O:15][C:16]=2[C:17]2[CH:18]=[C:19]([CH3:23])[CH:20]=[CH:21][CH:22]=2)=[O:11])[CH:6]=[N:5]1.CCN(CC)CC.[CH3:31][S:32](Cl)(=[O:34])=[O:33]. Product: [CH3:31][S:32]([O:1][CH2:2][CH2:3][N:4]1[CH:8]=[C:7]([NH:9][C:10]([C:12]2[N:13]=[CH:14][O:15][C:16]=2[C:17]2[CH:18]=[C:19]([CH3:23])[CH:20]=[CH:21][CH:22]=2)=[O:11])[CH:6]=[N:5]1)(=[O:34])=[O:33]. The catalyst class is: 2. (2) Reactant: Cl[C:2]1[CH:10]=[CH:9][C:8]2[N:7]([CH:11]=[C:12]([C:14]3[CH:19]=[CH:18][N:17]=[CH:16][CH:15]=3)[CH3:13])[C:6]3[CH2:20][CH2:21][N:22]([CH3:24])[CH2:23][C:5]=3[C:4]=2[CH:3]=1.CC(C)([O-])C.[Na+].[CH:31]1([NH2:34])[CH2:33][CH2:32]1. Product: [CH:31]1([NH:34][C:2]2[CH:10]=[CH:9][C:8]3[N:7](/[CH:11]=[C:12](/[C:14]4[CH:19]=[CH:18][N:17]=[CH:16][CH:15]=4)\[CH3:13])[C:6]4[CH2:20][CH2:21][N:22]([CH3:24])[CH2:23][C:5]=4[C:4]=3[CH:3]=2)[CH2:33][CH2:32]1. The catalyst class is: 167. (3) Reactant: [Br:1][C:2]1[CH:3]=[C:4]([OH:8])[CH:5]=[CH:6][CH:7]=1.C([Mg]Cl)(C)C.[CH:14]([N:27]1[C:35]2[C:30](=[CH:31][CH:32]=[CH:33][CH:34]=2)[C:29](=[O:36])[C:28]1=[O:37])([C:21]1[CH:26]=[CH:25][CH:24]=[CH:23][CH:22]=1)[C:15]1[CH:20]=[CH:19][CH:18]=[CH:17][CH:16]=1. Product: [Br:1][C:2]1[CH:7]=[CH:6][C:5]([C:29]2([OH:36])[C:30]3[C:35](=[CH:34][CH:33]=[CH:32][CH:31]=3)[N:27]([CH:14]([C:15]3[CH:16]=[CH:17][CH:18]=[CH:19][CH:20]=3)[C:21]3[CH:26]=[CH:25][CH:24]=[CH:23][CH:22]=3)[C:28]2=[O:37])=[C:4]([OH:8])[CH:3]=1. The catalyst class is: 96. (4) Product: [OH:5][NH:6][C:7](=[O:34])[CH2:8][C:9]1[CH:14]=[CH:13][C:12]([O:15][CH2:16][C:17]#[CH:18])=[CH:11][CH:10]=1. The catalyst class is: 67. Reactant: C([O:5][NH:6][C:7](=[O:34])[CH:8](NS(C1C=CC(OCC#CC)=CC=1)(=O)=O)[C:9]1[CH:14]=[CH:13][C:12]([O:15][CH2:16][C:17]#[CH:18])=[CH:11][CH:10]=1)(C)(C)C. (5) Reactant: [C:1]([C:5]1[CH:12]=[CH:11][C:8]([CH:9]=O)=[CH:7][CH:6]=1)([CH3:4])([CH3:3])[CH3:2].Cl.[Cl:14][C:15]1[CH:16]=[C:17]([CH2:22][CH2:23][NH2:24])[CH:18]=[CH:19][C:20]=1[F:21].C(=O)([O-])[O-].[K+].[K+].[BH4-].[Na+].Cl. Product: [C:1]([C:5]1[CH:12]=[CH:11][C:8]([CH2:9][NH:24][CH2:23][CH2:22][C:17]2[CH:18]=[CH:19][C:20]([F:21])=[C:15]([Cl:14])[CH:16]=2)=[CH:7][CH:6]=1)([CH3:4])([CH3:3])[CH3:2]. The catalyst class is: 5. (6) Product: [CH2:19]([O:26][C:27](=[O:56])[NH:28][C@H:29]([C:33]([N:35]1[CH2:40][CH2:39][CH:38]([O:41][C:42]2[CH:47]=[CH:46][C:45]([F:48])=[CH:44][C:43]=2[C:49]2[O:50][C:53]([CH3:54])=[N:52][N:51]=2)[CH2:37][CH2:36]1)=[O:34])[CH:30]([CH3:32])[CH3:31])[C:20]1[CH:25]=[CH:24][CH:23]=[CH:22][CH:21]=1. The catalyst class is: 2. Reactant: C1(C)C=CC(S(Cl)(=O)=O)=CC=1.C(N(CC)CC)C.[CH2:19]([O:26][C:27](=[O:56])[NH:28][C@H:29]([C:33]([N:35]1[CH2:40][CH2:39][CH:38]([O:41][C:42]2[CH:47]=[CH:46][C:45]([F:48])=[CH:44][C:43]=2[C:49]([NH:51][NH:52][C:53](=O)[CH3:54])=[O:50])[CH2:37][CH2:36]1)=[O:34])[CH:30]([CH3:32])[CH3:31])[C:20]1[CH:25]=[CH:24][CH:23]=[CH:22][CH:21]=1.Cl.